From a dataset of Catalyst prediction with 721,799 reactions and 888 catalyst types from USPTO. Predict which catalyst facilitates the given reaction. (1) Reactant: C(OC(N[N:9]([CH2:31][C:32]1[S:36][C:35]2[CH:37]=[CH:38][CH:39]=[CH:40][C:34]=2[CH:33]=1)[C:10]([C:12]1[C:21](=[O:22])[C:20]2[C:15](=[CH:16][C:17]([Cl:23])=[CH:18][CH:19]=2)[NH:14][C:13]=1[C:24]([N:26]1CCCC1)=[O:25])=[O:11])=O)(C)(C)C.CS(O)(=O)=O. Product: [Cl:23][C:17]1[CH:18]=[CH:19][C:20]2[C:21](=[O:22])[C:12]3[C:10](=[O:11])[N:9]([CH2:31][C:32]4[S:36][C:35]5[CH:37]=[CH:38][CH:39]=[CH:40][C:34]=5[CH:33]=4)[N:26]=[C:24]([OH:25])[C:13]=3[NH:14][C:15]=2[CH:16]=1. The catalyst class is: 1. (2) Reactant: [Br:1][C:2]1[CH:7]=[CH:6][C:5]([CH2:8]Br)=[CH:4][CH:3]=1.[NH:10]1[CH2:15][CH2:14][O:13][CH2:12][CH2:11]1.C([O-])([O-])=O.[K+].[K+].O. Product: [Br:1][C:2]1[CH:7]=[CH:6][C:5]([CH2:8][N:10]2[CH2:15][CH2:14][O:13][CH2:12][CH2:11]2)=[CH:4][CH:3]=1. The catalyst class is: 3.